Dataset: Forward reaction prediction with 1.9M reactions from USPTO patents (1976-2016). Task: Predict the product of the given reaction. Given the reactants [C:1]([O:5][C:6]([N:8]1[CH2:13][CH2:12][C:11](=[O:14])[CH2:10][CH2:9]1)=[O:7])([CH3:4])([CH3:3])[CH3:2].CO[CH:17](OC)[N:18]([CH3:20])[CH3:19], predict the reaction product. The product is: [C:1]([O:5][C:6]([N:8]1[CH2:9][CH2:10][C:11](=[O:14])[C:12](=[CH:17][N:18]([CH3:20])[CH3:19])[CH2:13]1)=[O:7])([CH3:4])([CH3:2])[CH3:3].